The task is: Predict the reaction yield, written as a fraction of the theoretical maximum amount of product (1.0 means a 100% yield; for example, 0.34 means a 34% yield).. This data is from Reaction yield outcomes from USPTO patents with 853,638 reactions. The reactants are Br[C:2]1[CH:3]=[C:4]2[C:9](=[CH:10][CH:11]=1)[N:8]=[CH:7][C:6]([C:12]([CH:14]1[CH2:16][CH2:15]1)=[O:13])=[C:5]2[N:17]1[CH2:22][CH2:21][CH:20]([CH2:23][N:24]2[CH2:29][CH2:28][O:27][CH2:26][CH2:25]2)[CH2:19][CH2:18]1.[Cl:30][C:31]1[CH:32]=[C:33](B(O)O)[CH:34]=[CH:35][C:36]=1[OH:37]. No catalyst specified. The product is [Cl:30][C:31]1[CH:32]=[C:33]([C:2]2[CH:3]=[C:4]3[C:9](=[CH:10][CH:11]=2)[N:8]=[CH:7][C:6]([C:12]([CH:14]2[CH2:15][CH2:16]2)=[O:13])=[C:5]3[N:17]2[CH2:18][CH2:19][CH:20]([CH2:23][N:24]3[CH2:25][CH2:26][O:27][CH2:28][CH2:29]3)[CH2:21][CH2:22]2)[CH:34]=[CH:35][C:36]=1[OH:37]. The yield is 0.620.